From a dataset of Reaction yield outcomes from USPTO patents with 853,638 reactions. Predict the reaction yield, written as a fraction of the theoretical maximum amount of product (1.0 means a 100% yield; for example, 0.34 means a 34% yield). (1) The product is [C:25]([S:27][CH:15]1[CH2:14][N:13]([C:10]2[S:11][CH:12]=[C:8]([C:6](=[O:7])[N:5]([CH2:4][C:1](=[O:3])[NH2:2])[CH:22]([CH3:23])[CH3:24])[N:9]=2)[CH2:16]1)(=[O:28])[CH3:26]. The yield is 0.710. The reactants are [C:1]([CH2:4][N:5]([CH:22]([CH3:24])[CH3:23])[C:6]([C:8]1[N:9]=[C:10]([N:13]2[CH2:16][CH:15](OS(C)(=O)=O)[CH2:14]2)[S:11][CH:12]=1)=[O:7])(=[O:3])[NH2:2].[C:25]([O-:28])(=[S:27])[CH3:26].[K+]. The catalyst is CN(C)C=O. (2) The reactants are [NH2:1][C:2]1[N:3]=[C:4]2[C:10]([CH2:11][CH3:12])=[C:9]([C:13]3[CH:18]=[CH:17][C:16]([C:19](=[O:21])[CH3:20])=[CH:15][CH:14]=3)[N:8]([CH2:22][O:23][CH2:24][CH2:25][Si:26]([CH3:29])([CH3:28])[CH3:27])[C:5]2=[N:6][CH:7]=1.Cl[CH2:31][CH:32]=O. The catalyst is CCO. The product is [CH2:11]([C:10]1[C:4]2[N:3]3[CH:31]=[CH:32][N:1]=[C:2]3[CH:7]=[N:6][C:5]=2[N:8]([CH2:22][O:23][CH2:24][CH2:25][Si:26]([CH3:29])([CH3:27])[CH3:28])[C:9]=1[C:13]1[CH:14]=[CH:15][C:16]([C:19](=[O:21])[CH3:20])=[CH:17][CH:18]=1)[CH3:12]. The yield is 0.520.